The task is: Predict the reaction yield, written as a fraction of the theoretical maximum amount of product (1.0 means a 100% yield; for example, 0.34 means a 34% yield).. This data is from Reaction yield outcomes from USPTO patents with 853,638 reactions. (1) The reactants are Cl.[NH2:2][C@@H:3]1[CH2:8][CH2:7][CH2:6][CH2:5][C@H:4]1[OH:9].CN(C(ON1N=NC2C=CC=CC1=2)=[N+](C)C)C.[B-](F)(F)(F)F.[N:32]1[CH:37]=[C:36]([CH2:38][CH2:39][C:40]2[C:48]([C:49]3[CH:54]=[CH:53][C:52]([C:55]([F:58])([F:57])[F:56])=[CH:51][CH:50]=3)=[CH:47][C:43]([C:44](O)=[O:45])=[CH:42][N:41]=2)[CH:35]=[N:34][CH:33]=1.C(N(C(C)C)C(C)C)C. The catalyst is CN(C)C=O. The product is [OH:9][C@@H:4]1[CH2:5][CH2:6][CH2:7][CH2:8][C@H:3]1[NH:2][C:44](=[O:45])[C:43]1[CH:47]=[C:48]([C:49]2[CH:50]=[CH:51][C:52]([C:55]([F:56])([F:57])[F:58])=[CH:53][CH:54]=2)[C:40]([CH2:39][CH2:38][C:36]2[CH:35]=[N:34][CH:33]=[N:32][CH:37]=2)=[N:41][CH:42]=1. The yield is 0.440. (2) The reactants are [Cl:1][CH2:2][C:3]1[C:8]([CH3:9])=[C:7](OC)[C:6]([CH3:12])=[CH:5][N:4]=1.P(Br)(Br)[Br:14].CN(C=O)C.[NH4+].[OH-]. No catalyst specified. The product is [Br:14][C:7]1[C:6]([CH3:12])=[CH:5][N:4]=[C:3]([CH2:2][Cl:1])[C:8]=1[CH3:9]. The yield is 0.440. (3) The reactants are [NH2:1][C@@H:2]([CH2:8][C:9]1[CH:14]=[CH:13][C:12]([C:15]2[CH:20]=[CH:19][CH:18]=[C:17]([NH:21][CH3:22])[CH:16]=2)=[CH:11][CH:10]=1)[C:3]([O:5][CH2:6][CH3:7])=[O:4].[C:23]([CH:31]1[CH2:36][CH2:35][CH2:34][CH2:33][C:32]1=O)(=[O:30])[C:24]1[CH:29]=[CH:28][CH:27]=[CH:26][CH:25]=1. The catalyst is C1(OC)C=CC=CC=1.[Pd]. The product is [C:23]([C:31]1[CH:36]=[CH:35][CH:34]=[CH:33][C:32]=1[NH:1][C@@H:2]([CH2:8][C:9]1[CH:14]=[CH:13][C:12]([C:15]2[CH:20]=[CH:19][CH:18]=[C:17]([NH:21][CH3:22])[CH:16]=2)=[CH:11][CH:10]=1)[C:3]([O:5][CH2:6][CH3:7])=[O:4])(=[O:30])[C:24]1[CH:29]=[CH:28][CH:27]=[CH:26][CH:25]=1. The yield is 0.490. (4) The reactants are F[C:2]1[CH:7]=[CH:6][C:5]([N+:8]([O-:10])=[O:9])=[C:4]([O:11][CH3:12])[CH:3]=1.[OH-:13].[Na+].Cl. The catalyst is CS(C)=O. The product is [CH3:12][O:11][C:4]1[CH:3]=[C:2]([OH:13])[CH:7]=[CH:6][C:5]=1[N+:8]([O-:10])=[O:9]. The yield is 0.950. (5) The reactants are Cl[C:2]1[CH:7]=[CH:6][C:5]([F:8])=[CH:4][C:3]=1[N+:9]([O-])=O.O.O.O.O.O.O.O.O.O.[S-2:21].[Na+].[Na+]. The catalyst is O. The product is [NH2:9][C:3]1[CH:4]=[C:5]([F:8])[CH:6]=[CH:7][C:2]=1[SH:21]. The yield is 0.250. (6) The product is [CH3:19][N:20]1[C:24]([C:25]([NH:1][C:2]2[CH:18]=[CH:17][CH:16]=[C:4]([O:5][C:6]3[CH:11]=[CH:10][N:9]=[C:8]4[NH:12][C:13](=[O:15])[NH:14][C:7]=34)[CH:3]=2)=[O:26])=[CH:23][C:22]([CH3:28])=[N:21]1. No catalyst specified. The reactants are [NH2:1][C:2]1[CH:3]=[C:4]([CH:16]=[CH:17][CH:18]=1)[O:5][C:6]1[CH:11]=[CH:10][N:9]=[C:8]2[NH:12][C:13](=[O:15])[NH:14][C:7]=12.[CH3:19][N:20]1[C:24]([C:25](Cl)=[O:26])=[CH:23][C:22]([CH3:28])=[N:21]1. The yield is 0.260.